Dataset: Merck oncology drug combination screen with 23,052 pairs across 39 cell lines. Task: Regression. Given two drug SMILES strings and cell line genomic features, predict the synergy score measuring deviation from expected non-interaction effect. (1) Cell line: NCIH23. Synergy scores: synergy=-13.0. Drug 1: NC(=O)c1cccc2cn(-c3ccc(C4CCCNC4)cc3)nc12. Drug 2: CCc1cnn2c(NCc3ccc[n+]([O-])c3)cc(N3CCCCC3CCO)nc12. (2) Drug 1: O=S1(=O)NC2(CN1CC(F)(F)F)C1CCC2Cc2cc(C=CCN3CCC(C(F)(F)F)CC3)ccc2C1. Drug 2: CCC1=CC2CN(C1)Cc1c([nH]c3ccccc13)C(C(=O)OC)(c1cc3c(cc1OC)N(C)C1C(O)(C(=O)OC)C(OC(C)=O)C4(CC)C=CCN5CCC31C54)C2. Cell line: A2780. Synergy scores: synergy=-9.90. (3) Drug 1: CC(C)CC(NC(=O)C(Cc1ccccc1)NC(=O)c1cnccn1)B(O)O. Drug 2: COC1=C2CC(C)CC(OC)C(O)C(C)C=C(C)C(OC(N)=O)C(OC)C=CC=C(C)C(=O)NC(=CC1=O)C2=O. Cell line: COLO320DM. Synergy scores: synergy=3.41. (4) Drug 2: CS(=O)(=O)CCNCc1ccc(-c2ccc3ncnc(Nc4ccc(OCc5cccc(F)c5)c(Cl)c4)c3c2)o1. Drug 1: N.N.O=C(O)C1(C(=O)O)CCC1.[Pt]. Cell line: SW620. Synergy scores: synergy=-11.1.